Regression. Given a peptide amino acid sequence and an MHC pseudo amino acid sequence, predict their binding affinity value. This is MHC class II binding data. From a dataset of Peptide-MHC class II binding affinity with 134,281 pairs from IEDB. (1) The peptide sequence is INEHTAAAIAYGLDR. The MHC is HLA-DQA10102-DQB10602 with pseudo-sequence HLA-DQA10102-DQB10602. The binding affinity (normalized) is 0.908. (2) The peptide sequence is AFKVENGSAAPQLTK. The MHC is DRB3_0202 with pseudo-sequence DRB3_0202. The binding affinity (normalized) is 0.550. (3) The peptide sequence is MGVSDVPRDLEVVAA. The binding affinity (normalized) is 0.200. The MHC is DRB1_1001 with pseudo-sequence DRB1_1001. (4) The peptide sequence is NHIPGYKVQTNGPWM. The MHC is DRB1_0701 with pseudo-sequence DRB1_0701. The binding affinity (normalized) is 0.490. (5) The peptide sequence is AGYLVGRKPLAFFSW. The MHC is DRB1_1101 with pseudo-sequence DRB1_1101. The binding affinity (normalized) is 0.776.